From a dataset of Full USPTO retrosynthesis dataset with 1.9M reactions from patents (1976-2016). Predict the reactants needed to synthesize the given product. (1) Given the product [F:36][C:30]1[CH:29]=[C:28]([NH:37][C:38]([C@@H:40]2[N:49]([C:63]([C@H:61]3[CH2:60][C@H:59]([CH2:58][C:57]([O:56][C:52]([CH3:55])([CH3:54])[CH3:53])=[O:66])[CH2:62]3)=[O:64])[CH2:48][CH2:47][C:46]3[N:45]=[C:44]([O:50][CH3:51])[CH:43]=[CH:42][C:41]2=3)=[O:39])[CH:27]=[C:26]([F:25])[C:31]=1[Si:32]([CH3:35])([CH3:34])[CH3:33], predict the reactants needed to synthesize it. The reactants are: CN(C(ON1N=NC2C=CC=NC1=2)=[N+](C)C)C.F[P-](F)(F)(F)(F)F.[F:25][C:26]1[CH:27]=[C:28]([NH:37][C:38]([C@@H:40]2[NH:49][CH2:48][CH2:47][C:46]3[N:45]=[C:44]([O:50][CH3:51])[CH:43]=[CH:42][C:41]2=3)=[O:39])[CH:29]=[C:30]([F:36])[C:31]=1[Si:32]([CH3:35])([CH3:34])[CH3:33].[C:52]([O:56][C:57](=[O:66])[CH2:58][C@H:59]1[CH2:62][C@H:61]([C:63](O)=[O:64])[CH2:60]1)([CH3:55])([CH3:54])[CH3:53].CCN(C(C)C)C(C)C. (2) Given the product [C:19]([O:18][C:16](=[O:23])[NH:17][C:2]1[CH:7]=[CH:6][N:5]2[N:8]=[C:9]([N:11]3[CH2:15][CH2:14][CH2:13][CH2:12]3)[N:10]=[C:4]2[CH:3]=1)([CH3:22])([CH3:21])[CH3:20], predict the reactants needed to synthesize it. The reactants are: Br[C:2]1[CH:7]=[CH:6][N:5]2[N:8]=[C:9]([N:11]3[CH2:15][CH2:14][CH2:13][CH2:12]3)[N:10]=[C:4]2[CH:3]=1.[C:16](=[O:23])([O:18][C:19]([CH3:22])([CH3:21])[CH3:20])[NH2:17].C(=O)([O-])[O-].[Cs+].[Cs+].C1(P(C2C=CC=CC=2)C2C3OC4C(=CC=CC=4P(C4C=CC=CC=4)C4C=CC=CC=4)C(C)(C)C=3C=CC=2)C=CC=CC=1. (3) The reactants are: CN(C)CCN(C)C.[C:9]1([Mg]Br)[CH:14]=[CH:13][CH:12]=[CH:11][CH:10]=1.[O-]S(C(F)(F)F)(=O)=O.C([B+]CCCC)CCC.[CH3:34][S:35]([C:38]1[CH:43]=[CH:42][C:41](/[CH:44]=[CH:45]/[C:46]([N:48]2[C@@H:52]([C:53]3[CH:58]=[CH:57][CH:56]=[CH:55][CH:54]=3)[C@@H:51]([CH3:59])[N:50]([CH3:60])[C:49]2=[O:61])=[O:47])=[CH:40][CH:39]=1)(=[O:37])=[O:36]. Given the product [CH3:34][S:35]([C:38]1[CH:39]=[CH:40][C:41]([C@H:44]([C:9]2[CH:14]=[CH:13][CH:12]=[CH:11][CH:10]=2)[CH2:45][C:46]([N:48]2[C@@H:52]([C:53]3[CH:58]=[CH:57][CH:56]=[CH:55][CH:54]=3)[C@@H:51]([CH3:59])[N:50]([CH3:60])[C:49]2=[O:61])=[O:47])=[CH:42][CH:43]=1)(=[O:36])=[O:37], predict the reactants needed to synthesize it. (4) Given the product [F:1][C:6]1[CH:11]=[CH:10][C:9]([C:12]2[S:13][C:14]3[CH:20]=[C:19]([O:21][CH3:22])[CH:18]=[CH:17][C:15]=3[N:16]=2)=[CH:8][CH:7]=1, predict the reactants needed to synthesize it. The reactants are: [F-:1].[K+].I([C:6]1[CH:11]=[CH:10][C:9]([C:12]2[S:13][C:14]3[CH:20]=[C:19]([O:21][CH3:22])[CH:18]=[CH:17][C:15]=3[N:16]=2)=[CH:8][CH:7]=1)(=O)=O.CO.